From a dataset of M1 muscarinic receptor antagonist screen with 61,756 compounds. Binary Classification. Given a drug SMILES string, predict its activity (active/inactive) in a high-throughput screening assay against a specified biological target. (1) The result is 0 (inactive). The molecule is Clc1c(C2C(=C(OC(N)=C2C#N)CC(OC)=O)C(OC)=O)ccc2OCOc12. (2) The drug is O1CCN(CC1)C(=O)C(Oc1ccc(OC)cc1)C. The result is 0 (inactive). (3) The molecule is O=C(NC(c1n(CCCC)c2c(n1)cccc2)CCCC)C. The result is 0 (inactive). (4) The result is 0 (inactive). The drug is O1CCN(CC1)c1nc2c(nc1OCC(=O)N1CCc3c1cccc3)cccc2.